Dataset: Full USPTO retrosynthesis dataset with 1.9M reactions from patents (1976-2016). Task: Predict the reactants needed to synthesize the given product. (1) The reactants are: Cl[C:2]1[C:3]([CH3:14])=[C:4]([CH2:12][CH3:13])[C:5]2[N:6]([C:8]([NH2:11])=[N:9][N:10]=2)[N:7]=1.[CH2:15]([OH:17])[CH3:16].[O-]CC.[Na+]. Given the product [CH2:15]([O:17][C:2]1[C:3]([CH3:14])=[C:4]([CH2:12][CH3:13])[C:5]2[N:6]([C:8]([NH2:11])=[N:9][N:10]=2)[N:7]=1)[CH3:16], predict the reactants needed to synthesize it. (2) Given the product [F:15][C:6]1[CH:5]=[C:4]([CH:9]=[CH:8][C:7]=1[NH:10][S:11]([CH3:14])(=[O:13])=[O:12])[CH2:3][NH:2][C:26](=[O:27])[CH2:25][O:24][C:23]1[C:18]([CH2:17][OH:16])=[N:19][C:20]([CH3:29])=[CH:21][CH:22]=1, predict the reactants needed to synthesize it. The reactants are: Cl.[NH2:2][CH2:3][C:4]1[CH:9]=[CH:8][C:7]([NH:10][S:11]([CH3:14])(=[O:13])=[O:12])=[C:6]([F:15])[CH:5]=1.[OH:16][CH2:17][C:18]1[C:23]([O:24][CH2:25][C:26](O)=[O:27])=[CH:22][CH:21]=[C:20]([CH3:29])[N:19]=1. (3) Given the product [Cl:1][C:2]1[CH:7]=[CH:6][N:5]=[C:4]2[CH:8]=[C:9]([C:11]3[O:13][N:25]=[C:23]([CH3:24])[N:22]=3)[S:10][C:3]=12, predict the reactants needed to synthesize it. The reactants are: [Cl:1][C:2]1[CH:7]=[CH:6][N:5]=[C:4]2[CH:8]=[C:9]([C:11]([O-:13])=O)[S:10][C:3]=12.[Li+].C(Cl)(=O)C(Cl)=O.O/[N:22]=[C:23](\[NH2:25])/[CH3:24]. (4) Given the product [ClH:1].[CH3:42][C:39]([C:43]1[CH:44]=[C:45]([CH2:54][C:9]([N:11]2[CH2:12][CH2:13][N:14]([C:17]3[CH:22]=[CH:21][C:20]([NH:23][C:24]([C:26]4[S:27][CH:28]=[CH:29][CH:30]=4)=[NH:25])=[CH:19][CH:18]=3)[CH2:15][CH2:16]2)=[O:10])[CH:46]=[C:47]([C:50]([CH3:53])([CH3:52])[CH3:51])[C:48]=1[OH:49])([CH3:40])[CH3:41], predict the reactants needed to synthesize it. The reactants are: [ClH:1].CC(C1C=C(C=C(C(C)(C)C)C=1O)[C:9]([N:11]1[CH2:16][CH2:15][N:14]([C:17]2[CH:22]=[CH:21][C:20]([NH:23][C:24]([C:26]3[S:27][CH:28]=[CH:29][CH:30]=3)=[NH:25])=[CH:19][CH:18]=2)[CH2:13][CH2:12]1)=[O:10])(C)C.[C:39]([C:43]1[CH:44]=[C:45]([CH2:54]C(O)=O)[CH:46]=[C:47]([C:50]([CH3:53])([CH3:52])[CH3:51])[C:48]=1[OH:49])([CH3:42])([CH3:41])[CH3:40].C(C1C=C(C=C(C(C)(C)C)C=1O)C(O)=O)(C)(C)C.